Dataset: Catalyst prediction with 721,799 reactions and 888 catalyst types from USPTO. Task: Predict which catalyst facilitates the given reaction. (1) Reactant: [CH2:1]([C:3]1[N:4]=[C:5]([CH3:13])[O:6][C:7]=1[C:8]([O:10]CC)=O)[CH3:2].[CH3:14][N:15]1[CH2:20][CH2:19][N:18]([C:21]2[C:30]3[C:25](=[CH:26][C:27]4[CH2:33][CH2:32][NH:31][C:28]=4[CH:29]=3)[CH:24]=[CH:23][N:22]=2)[CH2:17][CH2:16]1.C[Al](C)C. Product: [CH2:1]([C:3]1[N:4]=[C:5]([CH3:13])[O:6][C:7]=1[C:8]([N:31]1[C:28]2[CH:29]=[C:30]3[C:25]([CH:24]=[CH:23][N:22]=[C:21]3[N:18]3[CH2:17][CH2:16][N:15]([CH3:14])[CH2:20][CH2:19]3)=[CH:26][C:27]=2[CH2:33][CH2:32]1)=[O:10])[CH3:2]. The catalyst class is: 11. (2) Reactant: C([O:8][C:9]1[C:68]([O:69]CC2C=CC=CC=2)=[C:67]([C:77]([OH:79])=[O:78])[CH:66]=[CH:65][C:10]=1[C:11]([NH:13][CH:14]([CH2:21][N:22]([CH2:44][CH2:45][NH:46][C:47]([C:49]1[CH:54]=[CH:53][N:52]([CH3:55])[C:51](=[O:56])[C:50]=1[O:57]CC1C=CC=CC=1)=[O:48])[CH2:23][CH2:24][NH:25][C:26]([C:28]1[CH:33]=[CH:32][N:31]([CH3:34])[C:30](=[O:35])[C:29]=1[O:36]CC1C=CC=CC=1)=[O:27])[CH2:15][CH2:16][CH2:17][C:18]([OH:20])=[O:19])=[O:12])C1C=CC=CC=1.Cl. Product: [OH:8][C:9]1[C:68]([OH:69])=[C:67]([C:77]([OH:79])=[O:78])[CH:66]=[CH:65][C:10]=1[C:11]([NH:13][CH:14]([CH2:21][N:22]([CH2:23][CH2:24][NH:25][C:26]([C:28]1[CH:33]=[CH:32][N:31]([CH3:34])[C:30](=[O:35])[C:29]=1[OH:36])=[O:27])[CH2:44][CH2:45][NH:46][C:47]([C:49]1[CH:54]=[CH:53][N:52]([CH3:55])[C:51](=[O:56])[C:50]=1[OH:57])=[O:48])[CH2:15][CH2:16][CH2:17][C:18]([OH:20])=[O:19])=[O:12]. The catalyst class is: 15.